This data is from NCI-60 drug combinations with 297,098 pairs across 59 cell lines. The task is: Regression. Given two drug SMILES strings and cell line genomic features, predict the synergy score measuring deviation from expected non-interaction effect. (1) Drug 1: COC1=NC(=NC2=C1N=CN2C3C(C(C(O3)CO)O)O)N. Drug 2: CC1=C(C(=O)C2=C(C1=O)N3CC4C(C3(C2COC(=O)N)OC)N4)N. Cell line: CAKI-1. Synergy scores: CSS=33.0, Synergy_ZIP=4.84, Synergy_Bliss=0.579, Synergy_Loewe=-65.8, Synergy_HSA=-8.44. (2) Cell line: KM12. Synergy scores: CSS=15.6, Synergy_ZIP=-0.550, Synergy_Bliss=1.94, Synergy_Loewe=-5.72, Synergy_HSA=2.77. Drug 1: CC1=C(C(CCC1)(C)C)C=CC(=CC=CC(=CC(=O)O)C)C. Drug 2: C1C(C(OC1N2C=NC(=NC2=O)N)CO)O. (3) Drug 1: C1=CN(C=N1)CC(O)(P(=O)(O)O)P(=O)(O)O. Drug 2: CC1C(C(CC(O1)OC2CC(CC3=C2C(=C4C(=C3O)C(=O)C5=CC=CC=C5C4=O)O)(C(=O)C)O)N)O. Cell line: LOX IMVI. Synergy scores: CSS=42.5, Synergy_ZIP=3.02, Synergy_Bliss=3.43, Synergy_Loewe=-46.4, Synergy_HSA=2.48.